Dataset: Full USPTO retrosynthesis dataset with 1.9M reactions from patents (1976-2016). Task: Predict the reactants needed to synthesize the given product. (1) Given the product [Br:1][C:2]1[C:3]([C:12]2[O:13][CH:14]=[CH:15][CH:16]=2)=[N:4][C:5]([NH2:11])=[N:6][C:7]=1[O:23][C:17]1[CH:22]=[CH:21][CH:20]=[CH:19][CH:18]=1, predict the reactants needed to synthesize it. The reactants are: [Br:1][C:2]1[C:3]([C:12]2[O:13][CH:14]=[CH:15][CH:16]=2)=[N:4][C:5]([NH2:11])=[N:6][C:7]=1S(C)=O.[CH:17]1([OH:23])[CH2:22][CH2:21][CH2:20][CH2:19][CH2:18]1.C1CCN2C(=NCCC2)CC1. (2) Given the product [CH3:22][O:23][C:2]1[C:7]([N+:8]([O-:10])=[O:9])=[CH:6][C:5]([C:11]([F:14])([F:13])[F:12])=[CH:4][C:3]=1[N+:15]([O-:17])=[O:16], predict the reactants needed to synthesize it. The reactants are: Cl[C:2]1[C:7]([N+:8]([O-:10])=[O:9])=[CH:6][C:5]([C:11]([F:14])([F:13])[F:12])=[CH:4][C:3]=1[N+:15]([O-:17])=[O:16].C[O-].[Na+].C[CH2:22][O:23]C(C)=O. (3) The reactants are: [F:1][C:2]([F:45])([F:44])[C:3]1[CH:4]=[C:5]([C:13]([CH3:43])([CH3:42])[C:14]([N:16]([CH3:41])[C:17]2[C:18]([C:34]3[CH:39]=[CH:38][CH:37]=[CH:36][C:35]=3[CH3:40])=[CH:19][C:20]([N:23]3[CH2:27][C:26](=[O:28])[CH2:25][C@H:24]3[CH2:29][O:30]C(=O)C)=[N:21][CH:22]=2)=[O:15])[CH:6]=[C:7]([C:9]([F:12])([F:11])[F:10])[CH:8]=1.C[O-].[Na+]. Given the product [F:45][C:2]([F:1])([F:44])[C:3]1[CH:4]=[C:5]([C:13]([CH3:42])([CH3:43])[C:14]([N:16]([C:17]2[CH:22]=[N:21][C:20]([N:23]3[CH2:27][C:26](=[O:28])[CH2:25][C@H:24]3[CH2:29][OH:30])=[CH:19][C:18]=2[C:34]2[CH:39]=[CH:38][CH:37]=[CH:36][C:35]=2[CH3:40])[CH3:41])=[O:15])[CH:6]=[C:7]([C:9]([F:12])([F:10])[F:11])[CH:8]=1, predict the reactants needed to synthesize it. (4) Given the product [ClH:24].[ClH:24].[ClH:24].[CH3:22][CH:17]1[CH2:18][CH2:19][CH2:20][CH2:21][N:16]1[CH2:15][CH2:14][N:11]1[CH2:10][CH2:9][CH:8]([NH2:7])[CH2:13][CH2:12]1, predict the reactants needed to synthesize it. The reactants are: C(OC(=O)[NH:7][CH:8]1[CH2:13][CH2:12][N:11]([CH2:14][CH2:15][N:16]2[CH2:21][CH2:20][CH2:19][CH2:18][C@@H:17]2[CH3:22])[CH2:10][CH2:9]1)(C)(C)C.[ClH:24].O1CCOCC1.Cl.Cl.Cl.CC1CCN(CCN2CCC(N)CC2)CC1. (5) Given the product [NH2:1][C:2]1[CH:7]=[CH:6][C:5]([N:8]2[CH2:13][CH2:12][CH2:11][C@@H:10]([C:14]([N:16]3[CH2:17][CH2:18][N:19]([CH3:22])[CH2:20][CH2:21]3)=[O:15])[CH2:9]2)=[CH:4][C:3]=1[O:23][CH3:24], predict the reactants needed to synthesize it. The reactants are: [NH2:1][C:2]1[CH:7]=[CH:6][C:5]([N:8]2[CH2:13][CH2:12][CH2:11][C@H:10]([C:14]([N:16]3[CH2:21][CH2:20][N:19]([CH3:22])[CH2:18][CH2:17]3)=[O:15])[CH2:9]2)=[CH:4][C:3]=1[O:23][CH3:24].COC1C=C(N2CCC[C@@H](C(N3CCN(C)CC3)=O)C2)C=CC=1[N+]([O-])=O. (6) Given the product [OH:14][CH2:6][C:4]1([NH2:5])[CH2:3][CH2:9][CH2:8][CH2:7]1.[CH2:22]([C:2]1[CH:32]=[C:33]([N+:35]([O-:37])=[O:36])[CH:34]=[CH:28][C:1]=1[C:3]1[CH:9]=[CH:8][CH:7]=[CH:6][C:4]=1[N:5]=[C:57]1[S:58][CH2:21][C:16]2([CH2:17][CH2:18][CH2:19][CH2:20]2)[N:15]1[CH:13]1[CH2:12][CH2:10][CH2:11][CH2:60]1)[CH3:23], predict the reactants needed to synthesize it. The reactants are: [CH2:1]([C:3]1[CH:9]=[CH:8][CH:7]=[CH:6][C:4]=1[NH2:5])[CH3:2].[CH2:10]([CH2:12][C:13]([NH:15][C:16]1[CH:21]=[CH:20][CH:19]=[CH:18][CH:17]=1)=[O:14])[CH3:11].[C:22](N)(=O)[CH3:23].C([C:28]1[CH:34]=[C:33]([N+:35]([O-:37])=[O:36])[CH:32]=CC=1N)C.NC1C=CC=CC=1.C(C1C=C([N+]([O-])=O)C=CC=1N=[C:57]=[S:58])C.O[CH2:60]CN.Cl.ClCC1(N)CCCC1.S1CCNC1. (7) The reactants are: [F:1][C:2]1[CH:3]=[CH:4][C:5]([N+:16]([O-])=O)=[C:6]([NH:8][C:9](=[O:15])[O:10][C:11]([CH3:14])([CH3:13])[CH3:12])[CH:7]=1. Given the product [NH2:16][C:5]1[CH:4]=[CH:3][C:2]([F:1])=[CH:7][C:6]=1[NH:8][C:9](=[O:15])[O:10][C:11]([CH3:13])([CH3:12])[CH3:14], predict the reactants needed to synthesize it. (8) Given the product [CH2:3]([O:5][C:6]([C:8]1[N:9]([CH:19]([C:20]#[N:21])[CH3:22])[C:10]2[C:15]([CH:16]=1)=[CH:14][CH:13]=[C:12]([Cl:17])[CH:11]=2)=[O:7])[CH3:4], predict the reactants needed to synthesize it. The reactants are: [H-].[Na+].[CH2:3]([O:5][C:6]([C:8]1[NH:9][C:10]2[C:15]([CH:16]=1)=[CH:14][CH:13]=[C:12]([Cl:17])[CH:11]=2)=[O:7])[CH3:4].Br[CH:19]([CH3:22])[C:20]#[N:21]. (9) Given the product [CH2:1]([O:8][C:9](=[O:32])[C@@H:10]([NH:24][C:25]([O:27][C:28]([CH3:29])([CH3:31])[CH3:30])=[O:26])[CH2:11][CH2:12][C:13]1[N:17]([CH2:39][C:38]2[CH:37]=[CH:36][C:35]([C:34]([F:33])([F:43])[F:44])=[CH:42][CH:41]=2)[C:16]2[CH:18]=[C:19]([CH3:23])[C:20]([CH3:22])=[CH:21][C:15]=2[N:14]=1)[C:2]1[CH:7]=[CH:6][CH:5]=[CH:4][CH:3]=1, predict the reactants needed to synthesize it. The reactants are: [CH2:1]([O:8][C:9](=[O:32])[C@@H:10]([NH:24][C:25]([O:27][C:28]([CH3:31])([CH3:30])[CH3:29])=[O:26])[CH2:11][CH2:12][C:13]1[NH:17][C:16]2[CH:18]=[C:19]([CH3:23])[C:20]([CH3:22])=[CH:21][C:15]=2[N:14]=1)[C:2]1[CH:7]=[CH:6][CH:5]=[CH:4][CH:3]=1.[F:33][C:34]([F:44])([F:43])[C:35]1[CH:42]=[CH:41][C:38]([CH2:39]Br)=[CH:37][CH:36]=1.C(N(C(C)C)CC)(C)C.C(=O)([O-])[O-].[Cs+].[Cs+].